Dataset: Full USPTO retrosynthesis dataset with 1.9M reactions from patents (1976-2016). Task: Predict the reactants needed to synthesize the given product. (1) Given the product [Cl:43][C:38]1[CH:37]=[C:36]([C@@H:21]2[CH2:22][CH2:23][C@H:24]([NH:27][CH3:28])[C:25]3[CH:26]=[C:17]([NH:16][C:8](=[O:15])[C:9]4[CH:10]=[CH:11][CH:12]=[CH:13][CH:14]=4)[CH:18]=[CH:19][C:20]2=3)[CH:41]=[CH:40][C:39]=1[Cl:42], predict the reactants needed to synthesize it. The reactants are: FC(F)(F)C(O)=O.[C:8]([NH:16][C:17]1[CH:26]=[C:25]2[C:20]([C@H:21]([C:36]3[CH:41]=[CH:40][C:39]([Cl:42])=[C:38]([Cl:43])[CH:37]=3)[CH2:22][CH2:23][C@@H:24]2[N:27](C)[C:28](=O)OC(C)(C)C)=[CH:19][CH:18]=1)(=[O:15])[C:9]1[CH:14]=[CH:13][CH:12]=[CH:11][CH:10]=1. (2) Given the product [CH3:1][C:2]1[C:3]2[N:4]([CH:8]=[C:9]([C:11]3[CH:16]=[CH:15][C:14]([NH:17][S:18]([CH2:21][CH2:22][CH2:23][N:25]4[CH2:30][CH2:29][CH2:28][CH2:27][CH2:26]4)(=[O:20])=[O:19])=[CH:13][CH:12]=3)[N:10]=2)[CH:5]=[CH:6][CH:7]=1, predict the reactants needed to synthesize it. The reactants are: [CH3:1][C:2]1[C:3]2[N:4]([CH:8]=[C:9]([C:11]3[CH:16]=[CH:15][C:14]([NH:17][S:18]([CH2:21][CH2:22][CH2:23]Cl)(=[O:20])=[O:19])=[CH:13][CH:12]=3)[N:10]=2)[CH:5]=[CH:6][CH:7]=1.[NH:25]1[CH2:30][CH2:29][CH2:28][CH2:27][CH2:26]1. (3) Given the product [Br:44][C:19]1[CH:20]=[CH:21][C:16]([NH:15][C:14]2[N:13]3[CH:24]=[N:25][CH:26]=[C:12]3[CH:11]=[N:10][C:9]=2[C:7]([NH:6][O:5][CH2:4][CH:1]2[CH2:3][CH2:2]2)=[O:8])=[C:17]([F:23])[CH:18]=1, predict the reactants needed to synthesize it. The reactants are: [CH:1]1([CH2:4][O:5][NH:6][C:7]([C:9]2[N:10]=[CH:11][C:12]3[N:13]([CH:24]=[N:25][CH:26]=3)[C:14]=2[NH:15][C:16]2[CH:21]=[CH:20][C:19](I)=[CH:18][C:17]=2[F:23])=[O:8])[CH2:3][CH2:2]1.COC(C1N=CC2N(C=NC=2)C=1NC1C=CC([Br:44])=CC=1F)=O.